This data is from Catalyst prediction with 721,799 reactions and 888 catalyst types from USPTO. The task is: Predict which catalyst facilitates the given reaction. (1) Reactant: [F:1][C:2]1[CH:3]=[C:4]([CH:24]=[C:25]([N+:27]([O-:29])=[O:28])[CH:26]=1)[O:5][C@H:6]1[CH2:10][CH2:9][N:8]([C:11]([O:13][C:14]([CH3:17])([CH3:16])[CH3:15])=[O:12])[C@@H:7]1[CH2:18]OS(C)(=O)=O.[CH3:30][NH2:31]. Product: [F:1][C:2]1[CH:3]=[C:4]([CH:24]=[C:25]([N+:27]([O-:29])=[O:28])[CH:26]=1)[O:5][C@H:6]1[CH2:10][CH2:9][N:8]([C:11]([O:13][C:14]([CH3:16])([CH3:17])[CH3:15])=[O:12])[C@@H:7]1[CH2:18][NH:31][CH3:30]. The catalyst class is: 49. (2) Reactant: [Br:1][C:2]1[CH:3]=[C:4]2[C:8](=[CH:9][CH:10]=1)[NH:7][C:6]([C:11]1[C:16]([F:17])=[CH:15][CH:14]=[CH:13][C:12]=1[F:18])=[CH:5]2.[H-].[Na+].[C:21]1([S:27](Cl)(=[O:29])=[O:28])[CH:26]=[CH:25][CH:24]=[CH:23][CH:22]=1. Product: [C:21]1([S:27]([N:7]2[C:8]3[C:4](=[CH:3][C:2]([Br:1])=[CH:10][CH:9]=3)[CH:5]=[C:6]2[C:11]2[C:12]([F:18])=[CH:13][CH:14]=[CH:15][C:16]=2[F:17])(=[O:29])=[O:28])[CH:26]=[CH:25][CH:24]=[CH:23][CH:22]=1. The catalyst class is: 3. (3) Reactant: [NH2:1][CH:2]1[CH:10]([CH2:11][C:12]2[CH:17]=[CH:16][CH:15]=[CH:14][CH:13]=2)[C:9]2[C:4](=[CH:5][CH:6]=[C:7]([O:18][CH2:19][CH2:20][NH:21][S:22]([C:25]3[N:26]=[CH:27][N:28]([CH3:30])[CH:29]=3)(=[O:24])=[O:23])[CH:8]=2)[CH2:3]1.Br[CH2:32][CH2:33][CH2:34]Br.C(=O)([O-])[O-].[K+].[K+].C(#N)C. Product: [N:1]1([CH:2]2[CH:10]([CH2:11][C:12]3[CH:13]=[CH:14][CH:15]=[CH:16][CH:17]=3)[C:9]3[C:4](=[CH:5][CH:6]=[C:7]([O:18][CH2:19][CH2:20][NH:21][S:22]([C:25]4[N:26]=[CH:27][N:28]([CH3:30])[CH:29]=4)(=[O:24])=[O:23])[CH:8]=3)[CH2:3]2)[CH2:34][CH2:33][CH2:32]1. The catalyst class is: 229. (4) Product: [OH:2][C:3]1[CH:4]=[CH:5][C:6]([C:9]2[N:10]=[C:11]([C:14]3[CH:15]=[C:16]([OH:20])[CH:17]=[CH:18][CH:19]=3)[S:12][CH:13]=2)=[CH:7][CH:8]=1. The catalyst class is: 195. Reactant: C[O:2][C:3]1[CH:8]=[CH:7][C:6]([C:9]2[N:10]=[C:11]([C:14]3[CH:19]=[CH:18][CH:17]=[C:16]([O:20]C)[CH:15]=3)[S:12][CH:13]=2)=[CH:5][CH:4]=1. (5) Reactant: Cl.[NH2:2][CH2:3][CH:4]1[CH2:6][CH2:5]1.C(N(CC)CC)C.Br[C:15]1[N:19]([C@H:20]2[O:26][C@@H:25]([CH2:27][OH:28])[C@H:23]([OH:24])[C@@H:21]2[OH:22])[C:18]2[CH:29]=[C:30]([Cl:34])[C:31]([Cl:33])=[CH:32][C:17]=2[N:16]=1.C(O)C. Product: [CH:4]1([CH2:3][NH:2][C:15]2[N:19]([C@H:20]3[O:26][C@@H:25]([CH2:27][OH:28])[C@H:23]([OH:24])[C@@H:21]3[OH:22])[C:18]3[CH:29]=[C:30]([Cl:34])[C:31]([Cl:33])=[CH:32][C:17]=3[N:16]=2)[CH2:6][CH2:5]1. The catalyst class is: 3. (6) Reactant: [C:1]([O:4][C:5]1[C:13]([CH3:14])=[CH:12][C:8]([C:9](O)=[O:10])=[CH:7][C:6]=1[CH3:15])(=[O:3])[CH3:2].C(Cl)(=O)C([Cl:19])=O. Product: [Cl:19][C:9]([C:8]1[CH:12]=[C:13]([CH3:14])[C:5]([O:4][C:1](=[O:3])[CH3:2])=[C:6]([CH3:15])[CH:7]=1)=[O:10]. The catalyst class is: 139. (7) Reactant: Br[CH2:2][CH2:3][CH2:4][O:5][C:6]1[CH:11]=[CH:10][C:9]([C:12]2[C:16]3[CH:17]=[CH:18][C:19]([F:21])=[CH:20][C:15]=3[O:14][N:13]=2)=[CH:8][CH:7]=1.[Cl:22][C:23]1[CH:30]=[CH:29][CH:28]=[CH:27][C:24]=1[CH2:25][NH2:26].C(=O)([O-])[O-].[K+].[K+].[I-].[K+]. Product: [Cl:22][C:23]1[CH:30]=[CH:29][CH:28]=[CH:27][C:24]=1[CH2:25][NH:26][CH2:2][CH2:3][CH2:4][O:5][C:6]1[CH:11]=[CH:10][C:9]([C:12]2[C:16]3[CH:17]=[CH:18][C:19]([F:21])=[CH:20][C:15]=3[O:14][N:13]=2)=[CH:8][CH:7]=1. The catalyst class is: 10. (8) Reactant: [CH3:1][S:2]([NH2:5])(=[O:4])=[O:3].[H-].[Na+].F[C:9]1[CH:14]=[C:13]([F:15])[CH:12]=[CH:11][C:10]=1[N+:16]([O-:18])=[O:17].Cl. Product: [F:15][C:13]1[CH:12]=[CH:11][C:10]([N+:16]([O-:18])=[O:17])=[C:9]([NH:5][S:2]([CH3:1])(=[O:4])=[O:3])[CH:14]=1. The catalyst class is: 163.